Dataset: Full USPTO retrosynthesis dataset with 1.9M reactions from patents (1976-2016). Task: Predict the reactants needed to synthesize the given product. (1) Given the product [CH2:1]([O:8][C:9]1[C:18]([CH3:19])=[CH:17][CH:16]=[CH:15][C:10]=1[CH2:11][OH:12])[C:2]1[CH:3]=[CH:4][CH:5]=[CH:6][CH:7]=1, predict the reactants needed to synthesize it. The reactants are: [CH2:1]([O:8][C:9]1[C:18]([CH3:19])=[CH:17][CH:16]=[CH:15][C:10]=1[C:11](OC)=[O:12])[C:2]1[CH:7]=[CH:6][CH:5]=[CH:4][CH:3]=1.[Li+].[BH4-]. (2) Given the product [OH:26][CH2:27][CH2:28][S:29]([C:32]1[CH:33]=[C:34]([NH:35][C:12]([C:11]2[CH:10]=[N:9][N:8]3[C:3]([CH:2]([F:25])[F:1])=[CH:4][C:5]([C:15]4[CH:16]=[CH:17][C:18]([C:21]([F:24])([F:23])[F:22])=[CH:19][CH:20]=4)=[N:6][C:7]=23)=[O:14])[CH:36]=[CH:37][CH:38]=1)(=[O:30])=[O:31], predict the reactants needed to synthesize it. The reactants are: [F:1][CH:2]([F:25])[C:3]1[N:8]2[N:9]=[CH:10][C:11]([C:12]([OH:14])=O)=[C:7]2[N:6]=[C:5]([C:15]2[CH:20]=[CH:19][C:18]([C:21]([F:24])([F:23])[F:22])=[CH:17][CH:16]=2)[CH:4]=1.[OH:26][CH2:27][CH2:28][S:29]([C:32]1[CH:33]=[C:34]([CH:36]=[CH:37][CH:38]=1)[NH2:35])(=[O:31])=[O:30].